This data is from Full USPTO retrosynthesis dataset with 1.9M reactions from patents (1976-2016). The task is: Predict the reactants needed to synthesize the given product. Given the product [C:13]([O:17][C:18]([N:20]1[C:28]2[C:23](=[C:24]([NH:12][C:3]3[CH:4]=[CH:5][C:6]([Si:8]([CH3:9])([CH3:11])[CH3:10])=[CH:7][C:2]=3[F:1])[C:25]([C:29]([O:31][C:32]([CH3:35])([CH3:34])[CH3:33])=[O:30])=[CH:26][CH:27]=2)[CH:22]=[N:21]1)=[O:19])([CH3:16])([CH3:15])[CH3:14], predict the reactants needed to synthesize it. The reactants are: [F:1][C:2]1[CH:7]=[C:6]([Si:8]([CH3:11])([CH3:10])[CH3:9])[CH:5]=[CH:4][C:3]=1[NH2:12].[C:13]([O:17][C:18]([N:20]1[C:28]2[C:23](=[C:24](Br)[C:25]([C:29]([O:31][C:32]([CH3:35])([CH3:34])[CH3:33])=[O:30])=[CH:26][CH:27]=2)[CH:22]=[N:21]1)=[O:19])([CH3:16])([CH3:15])[CH3:14].[O-]P([O-])([O-])=O.[K+].[K+].[K+].